This data is from Catalyst prediction with 721,799 reactions and 888 catalyst types from USPTO. The task is: Predict which catalyst facilitates the given reaction. (1) Reactant: [NH2:1][C:2]1[CH:7]=[CH:6][C:5]([C@@H:8]2[O:13][CH2:12][CH2:11][N:10]([C:14]([O:16][C:17]([CH3:20])([CH3:19])[CH3:18])=[O:15])[CH2:9]2)=[CH:4][CH:3]=1.[F:21][C:22]1[CH:27]=[CH:26][C:25]([N:28]2[CH:32]=[C:31]([C:33](O)=[O:34])[CH:30]=[N:29]2)=[CH:24][CH:23]=1.CN(C(ON1N=NC2C=CC=CC1=2)=[N+](C)C)C.F[P-](F)(F)(F)(F)F.CN1CCOCC1. Product: [F:21][C:22]1[CH:23]=[CH:24][C:25]([N:28]2[CH:32]=[C:31]([C:33]([NH:1][C:2]3[CH:7]=[CH:6][C:5]([C@@H:8]4[O:13][CH2:12][CH2:11][N:10]([C:14]([O:16][C:17]([CH3:20])([CH3:19])[CH3:18])=[O:15])[CH2:9]4)=[CH:4][CH:3]=3)=[O:34])[CH:30]=[N:29]2)=[CH:26][CH:27]=1. The catalyst class is: 18. (2) Reactant: [CH3:1][C:2]1([CH3:11])[CH2:7][CH:6]([C:8](Cl)=[O:9])[CH2:5][CH2:4][O:3]1.CCOCC.[Mg+2].[Br-].[Br-].[CH3:20][C:21]([C:23]1[CH:28]=[CH:27][C:26]([Cl:29])=[CH:25][CH:24]=1)=[O:22].CCN(C(C)C)C(C)C. Product: [Cl:29][C:26]1[CH:27]=[CH:28][C:23](/[C:21](/[OH:22])=[CH:20]/[C:8]([CH:6]2[CH2:5][CH2:4][O:3][C:2]([CH3:11])([CH3:1])[CH2:7]2)=[O:9])=[CH:24][CH:25]=1. The catalyst class is: 2. (3) Reactant: [Cr](Cl)([O-])(=O)=O.[NH+]1C=CC=CC=1.[Cl:12][C:13]1[CH:18]=[C:17]([C:19]2[O:23][N:22]=[C:21]([C:24]3[CH:29]=[CH:28][C:27]([CH2:30][OH:31])=[CH:26][CH:25]=3)[N:20]=2)[CH:16]=[CH:15][C:14]=1[C:32]1[CH:37]=[CH:36][CH:35]=[CH:34][CH:33]=1. Product: [Cl:12][C:13]1[CH:18]=[C:17]([C:19]2[O:23][N:22]=[C:21]([C:24]3[CH:29]=[CH:28][C:27]([CH:30]=[O:31])=[CH:26][CH:25]=3)[N:20]=2)[CH:16]=[CH:15][C:14]=1[C:32]1[CH:33]=[CH:34][CH:35]=[CH:36][CH:37]=1. The catalyst class is: 4. (4) Reactant: [NH2:1][C:2]12[CH2:11][CH:6]3[CH2:7][CH:8]([CH2:10][C:4]([NH:12][C:13]([C:15]4[CH:20]=[CH:19][CH:18]=[CH:17][N:16]=4)=[O:14])([CH2:5]3)[CH2:3]1)[CH2:9]2.[CH3:21][C:22]1[N:27]=[C:26]([C:28](O)=[O:29])[CH:25]=[N:24][CH:23]=1.C1CN([P+](ON2N=NC3C=CC=CC2=3)(N2CCCC2)N2CCCC2)CC1.F[P-](F)(F)(F)(F)F.C(N(CC)CC)C.C(=O)(O)[O-].[Na+]. Product: [N:16]1[CH:17]=[CH:18][CH:19]=[CH:20][C:15]=1[C:13]([NH:12][C:4]12[CH2:10][CH:8]3[CH2:7][CH:6]([CH2:11][C:2]([NH:1][C:28]([C:26]4[CH:25]=[N:24][CH:23]=[C:22]([CH3:21])[N:27]=4)=[O:29])([CH2:9]3)[CH2:3]1)[CH2:5]2)=[O:14]. The catalyst class is: 2. (5) Product: [OH:13][C:8]1[CH:7]=[C:6]2[C:11](=[CH:10][CH:9]=1)[CH:12]=[C:3]([CH:2]([CH3:1])[C:15]([OH:17])=[O:16])[CH:4]=[CH:5]2. Reactant: [CH3:1][C@H:2]([C:15]([OH:17])=[O:16])[C:3]1[CH:4]=[CH:5][C:6]2[CH:7]=[C:8]([O:13]C)[CH:9]=[CH:10][C:11]=2[CH:12]=1. The catalyst class is: 201. (6) Reactant: [C:1]1([C:21]2[CH:26]=[CH:25][CH:24]=[CH:23][CH:22]=2)[CH:6]=[CH:5][C:4]([C:7]2[C:8]3[C:13]([CH:14]=[C:15]4[C:20]=2[CH:19]=[CH:18][CH:17]=[CH:16]4)=[CH:12][CH:11]=[CH:10][CH:9]=3)=[CH:3][CH:2]=1.[Br:27]Br.S([O-])([O-])(=O)=S.[Na+].[Na+]. Product: [C:1]1([C:21]2[CH:22]=[CH:23][CH:24]=[CH:25][CH:26]=2)[CH:6]=[CH:5][C:4]([C:7]2[C:20]3[C:15]([C:14]([Br:27])=[C:13]4[C:8]=2[CH:9]=[CH:10][CH:11]=[CH:12]4)=[CH:16][CH:17]=[CH:18][CH:19]=3)=[CH:3][CH:2]=1. The catalyst class is: 53. (7) Reactant: [Cl:1][C:2]1[C:3]2[CH:10]=[CH:9][N:8]([C:11]([CH2:26][OH:27])([CH2:24]O)[CH2:12][O:13]S(C3C=CC(C)=CC=3)(=O)=O)[C:4]=2[N:5]=[CH:6][N:7]=1. Product: [Cl:1][C:2]1[C:3]2[CH:10]=[CH:9][N:8]([C:11]3([CH2:12][OH:13])[CH2:24][O:27][CH2:26]3)[C:4]=2[N:5]=[CH:6][N:7]=1. The catalyst class is: 1. (8) Reactant: CON(C)[C:4](=[O:16])[CH2:5][CH2:6][C:7]1[C:12]([Cl:13])=[CH:11][C:10]([Cl:14])=[CH:9][C:8]=1[Cl:15].[CH3:18][Mg]I. Product: [Cl:15][C:8]1[CH:9]=[C:10]([Cl:14])[CH:11]=[C:12]([Cl:13])[C:7]=1[CH2:6][CH2:5][C:4](=[O:16])[CH3:18]. The catalyst class is: 1. (9) Reactant: [N+:1]([C:4]1[CH:5]=[CH:6][C:7]([C:11]2[CH:12]=[N:13][CH:14]=[CH:15][CH:16]=2)=[N:8][C:9]=1[NH2:10])([O-:3])=[O:2].[Br:17]N1C(=O)CCC1=O. Product: [Br:17][C:6]1[C:7]([C:11]2[CH:12]=[N:13][CH:14]=[CH:15][CH:16]=2)=[N:8][C:9]([NH2:10])=[C:4]([N+:1]([O-:3])=[O:2])[CH:5]=1. The catalyst class is: 3.